From a dataset of Full USPTO retrosynthesis dataset with 1.9M reactions from patents (1976-2016). Predict the reactants needed to synthesize the given product. (1) Given the product [C:1]([O:5][C:6]([N:8]1[CH2:13][CH2:12][N:11]([C:14]2[CH:19]=[CH:18][C:17]([CH2:20][C:21]([O:23][CH3:25])=[O:22])=[CH:16][C:15]=2[F:24])[CH2:10][CH2:9]1)=[O:7])([CH3:4])([CH3:2])[CH3:3], predict the reactants needed to synthesize it. The reactants are: [C:1]([O:5][C:6]([N:8]1[CH2:13][CH2:12][N:11]([C:14]2[CH:19]=[CH:18][C:17]([CH2:20][C:21]([OH:23])=[O:22])=[CH:16][C:15]=2[F:24])[CH2:10][CH2:9]1)=[O:7])([CH3:4])([CH3:3])[CH3:2].[CH3:25][Si](C=[N+]=[N-])(C)C. (2) Given the product [C:1]([O:5][C:6]([N:8]1[CH2:13][CH2:12][CH2:11][C@@H:10]([O:14][C:15]2[CH:16]=[N:17][CH:18]=[C:19]([CH:24]=2)[C:20]([OH:22])=[O:21])[CH2:9]1)=[O:7])([CH3:4])([CH3:2])[CH3:3], predict the reactants needed to synthesize it. The reactants are: [C:1]([O:5][C:6]([N:8]1[CH2:13][CH2:12][CH2:11][C@@H:10]([O:14][C:15]2[CH:16]=[N:17][CH:18]=[C:19]([CH:24]=2)[C:20]([O:22]C)=[O:21])[CH2:9]1)=[O:7])([CH3:4])([CH3:3])[CH3:2].[OH-].[Na+]. (3) The reactants are: [NH2:1][C:2]1[C:10]([O:11][CH3:12])=[CH:9][C:8]([Cl:13])=[CH:7][C:3]=1[C:4]([OH:6])=[O:5].Cl[C:15](Cl)([O:17]C(=O)OC(Cl)(Cl)Cl)Cl.C(OCC)C. Given the product [Cl:13][C:8]1[CH:9]=[C:10]([O:11][CH3:12])[C:2]2[NH:1][C:15](=[O:17])[O:5][C:4](=[O:6])[C:3]=2[CH:7]=1, predict the reactants needed to synthesize it. (4) Given the product [ClH:37].[C:1]1([N:7]([CH2:30][CH2:31][C:32]2[NH:36][N:35]=[N:34][N:33]=2)[C:8]([C:10]2[CH:29]=[CH:28][C:13]3[N:14]([CH3:27])[C:15]([CH2:17][NH:18][C:19]4[CH:20]=[CH:21][C:22]([C:25](=[NH:42])[NH2:26])=[CH:23][CH:24]=4)=[N:16][C:12]=3[CH:11]=2)=[O:9])[CH:6]=[CH:5][CH:4]=[CH:3][CH:2]=1, predict the reactants needed to synthesize it. The reactants are: [C:1]1([N:7]([CH2:30][CH2:31][C:32]2[NH:36][N:35]=[N:34][N:33]=2)[C:8]([C:10]2[CH:29]=[CH:28][C:13]3[N:14]([CH3:27])[C:15]([CH2:17][NH:18][C:19]4[CH:24]=[CH:23][C:22]([C:25]#[N:26])=[CH:21][CH:20]=4)=[N:16][C:12]=3[CH:11]=2)=[O:9])[CH:6]=[CH:5][CH:4]=[CH:3][CH:2]=1.[ClH:37].C(=O)([O-])[O-].[NH4+:42].[NH4+]. (5) Given the product [Br:11][C:8]1[CH:9]=[CH:10][C:5]([C:3](=[O:4])[CH2:2][N:12]2[CH:16]=[CH:15][N:14]=[CH:13]2)=[N:6][CH:7]=1, predict the reactants needed to synthesize it. The reactants are: Br[CH2:2][C:3]([C:5]1[CH:10]=[CH:9][C:8]([Br:11])=[CH:7][N:6]=1)=[O:4].[NH:12]1[CH:16]=[CH:15][N:14]=[CH:13]1.